From a dataset of Forward reaction prediction with 1.9M reactions from USPTO patents (1976-2016). Predict the product of the given reaction. (1) Given the reactants [Br:1][C:2]1[CH:3]=[CH:4][C:5]([NH:11][S:12]([C:15]2[CH:20]=[CH:19][C:18]([O:21][C:22]([F:25])([F:24])[F:23])=[CH:17][CH:16]=2)(=[O:14])=[O:13])=[C:6]([CH:10]=1)[C:7](Cl)=[O:8].[CH3:26][O:27][C:28]1[CH:35]=[CH:34][CH:33]=[CH:32][C:29]=1[CH2:30][NH2:31].C(N(CC)CC)C, predict the reaction product. The product is: [Br:1][C:2]1[CH:3]=[CH:4][C:5]([NH:11][S:12]([C:15]2[CH:20]=[CH:19][C:18]([O:21][C:22]([F:25])([F:24])[F:23])=[CH:17][CH:16]=2)(=[O:14])=[O:13])=[C:6]([CH:10]=1)[C:7]([NH:31][CH2:30][C:29]1[CH:32]=[CH:33][CH:34]=[CH:35][C:28]=1[O:27][CH3:26])=[O:8]. (2) Given the reactants [NH2:1][CH:2]1[CH2:7][CH2:6][S:5][CH2:4][CH2:3]1.S1CCC(=O)CC1.[H-].[Al+3].[Li+].[H-].[H-].[H-].[F:21][C:22]([F:33])([F:32])[C:23]1[C:28]([C:29](Cl)=[O:30])=[CH:27][N:26]=[CH:25][CH:24]=1, predict the reaction product. The product is: [S:5]1[CH2:6][CH2:7][CH:2]([NH:1][C:29](=[O:30])[C:28]2[C:23]([C:22]([F:33])([F:21])[F:32])=[CH:24][CH:25]=[N:26][CH:27]=2)[CH2:3][CH2:4]1. (3) Given the reactants [Cl:1][C:2]1[CH:3]=[C:4]2[C:9](=[CH:10][C:11]=1[C:12](O)=[O:13])[N:8]=[CH:7][N:6]=[C:5]2[NH:15][CH:16]([C:18]1[NH:22][C:21]2[CH:23]=[CH:24][C:25]([Cl:27])=[CH:26][C:20]=2[N:19]=1)[CH3:17].FC1C(OC(N(C)C)=[N+](C)C)=C(F)C(F)=C(F)C=1F.F[P-](F)(F)(F)(F)F.C(N(C(C)C)CC)(C)C.[NH:63]1[CH2:68][CH:67]=[CH:66][CH2:65][CH2:64]1, predict the reaction product. The product is: [Cl:1][C:2]1[CH:3]=[C:4]2[C:9](=[CH:10][C:11]=1[C:12]([N:63]1[CH2:64][CH:65]=[CH:66][CH2:67][CH2:68]1)=[O:13])[N:8]=[CH:7][N:6]=[C:5]2[NH:15][CH:16]([C:18]1[NH:22][C:21]2[CH:23]=[CH:24][C:25]([Cl:27])=[CH:26][C:20]=2[N:19]=1)[CH3:17]. (4) Given the reactants CS(C)=O.C(Cl)(=O)C(Cl)=O.[CH2:11]([O:19][CH2:20][CH2:21][N:22]1[CH2:27][CH2:26][CH:25]([CH2:28][OH:29])[CH2:24][CH2:23]1)[CH2:12][C:13]1[CH:18]=[CH:17][CH:16]=[CH:15][CH:14]=1.C(N(CC)CC)C, predict the reaction product. The product is: [CH2:11]([O:19][CH2:20][CH2:21][N:22]1[CH2:27][CH2:26][CH:25]([CH:28]=[O:29])[CH2:24][CH2:23]1)[CH2:12][C:13]1[CH:18]=[CH:17][CH:16]=[CH:15][CH:14]=1. (5) Given the reactants Cl.[CH2:2]([O:5][CH2:6][CH:7]1[CH2:12][CH2:11][CH2:10][NH:9][CH2:8]1)[CH:3]=[CH2:4].[C:13]([O:17][C:18](=[O:28])[NH:19][C@@H:20]1[CH2:25][CH2:24][CH2:23][CH2:22][C@H:21]1[CH:26]=O)([CH3:16])([CH3:15])[CH3:14].C(O[BH-](OC(=O)C)OC(=O)C)(=O)C.[Na+], predict the reaction product. The product is: [C:13]([O:17][C:18](=[O:28])[NH:19][C@@H:20]1[CH2:25][CH2:24][CH2:23][CH2:22][C@H:21]1[CH2:26][N:9]1[CH2:10][CH2:11][CH2:12][CH:7]([CH2:6][O:5][CH2:2][CH:3]=[CH2:4])[CH2:8]1)([CH3:16])([CH3:14])[CH3:15].